From a dataset of Catalyst prediction with 721,799 reactions and 888 catalyst types from USPTO. Predict which catalyst facilitates the given reaction. (1) Reactant: [NH2:1][C:2]1[C:11]([C:12]([O:14]N2C3C=C(Cl)C=CC=3N=N2)=O)=[C:5]2[N:6]=[CH:7][C:8]([F:10])=[CH:9][N:4]2[N:3]=1.[NH2:25][C:26]1[CH:27]=[N:28][CH:29]=[C:30]([F:45])[C:31]=1[N:32]1[CH2:37][CH2:36][CH:35]([C:38]([O:40][C:41]([CH3:44])([CH3:43])[CH3:42])=[O:39])[CH2:34][CH2:33]1.CCO. Product: [NH2:1][C:2]1[C:11]([C:12]([NH:25][C:26]2[CH:27]=[N:28][CH:29]=[C:30]([F:45])[C:31]=2[N:32]2[CH2:37][CH2:36][CH:35]([C:38]([O:40][C:41]([CH3:43])([CH3:42])[CH3:44])=[O:39])[CH2:34][CH2:33]2)=[O:14])=[C:5]2[N:6]=[CH:7][C:8]([F:10])=[CH:9][N:4]2[N:3]=1. The catalyst class is: 17. (2) Reactant: Br[C:2]1[CH:30]=[CH:29][C:28]([C:31]([F:34])([F:33])[F:32])=[CH:27][C:3]=1[CH2:4][N:5]([CH2:12][C:13]1[CH:18]=[C:17]([C:19]([F:22])([F:21])[F:20])[CH:16]=[C:15]([C:23]([F:26])([F:25])[F:24])[CH:14]=1)[C:6]1[N:7]=[N:8][N:9]([CH3:11])[N:10]=1.C([Mg]Cl)(C)C.[CH:40](=[O:43])[CH2:41][CH3:42]. Product: [F:21][C:19]([F:20])([F:22])[C:17]1[CH:18]=[C:13]([CH:14]=[C:15]([C:23]([F:24])([F:25])[F:26])[CH:16]=1)[CH2:12][N:5]([CH2:4][C:3]1[CH:27]=[C:28]([C:31]([F:34])([F:32])[F:33])[CH:29]=[CH:30][C:2]=1[CH:40]([OH:43])[CH2:41][CH3:42])[C:6]1[N:7]=[N:8][N:9]([CH3:11])[N:10]=1. The catalyst class is: 1. (3) Reactant: [CH3:1][O:2][C:3]1[CH:20]=[CH:19][C:18]([O:21][CH3:22])=[CH:17][C:4]=1[CH2:5][C:6]1[NH:7][C:8]2[C:13]([N:14]=1)=[C:12]([NH2:15])[N:11]=[C:10]([NH2:16])[N:9]=2.N1C=C2C(N=CN2)=NC=1.Cl[CH2:33][CH2:34][CH2:35][C:36]#[CH:37].C([O-])([O-])=O.[Cs+].[Cs+]. Product: [CH3:1][O:2][C:3]1[CH:20]=[CH:19][C:18]([O:21][CH3:22])=[CH:17][C:4]=1[CH2:5][C:6]1[N:7]([CH2:37][CH2:36][CH2:35][C:34]#[CH:33])[C:8]2[C:13]([N:14]=1)=[C:12]([NH2:15])[N:11]=[C:10]([NH2:16])[N:9]=2. The catalyst class is: 3. (4) Reactant: Br[C:2]1[CH:7]=[CH:6][C:5]([Br:8])=[CH:4][N:3]=1.C([Li])CCC.[CH3:14][C:15]([CH3:17])=[O:16]. Product: [OH:16][C:15]([C:2]1[CH:7]=[CH:6][C:5]([Br:8])=[CH:4][N:3]=1)([CH3:17])[CH3:14]. The catalyst class is: 11. (5) Reactant: [CH3:1][CH2:2][CH2:3][CH2:4][CH2:5][C@:6]([OH:26])(/[CH:8]=[CH:9]/[C@@H:10]1[C@@H:14]([CH2:15]/[CH:16]=[CH:17]\[CH2:18][CH2:19][CH2:20][C:21]([OH:23])=[O:22])[C@@H:13]([OH:24])[CH2:12][C@H:11]1[OH:25])[CH3:7].[NH2:27][C:28]([CH2:33][OH:34])([CH2:31][OH:32])[CH2:29][OH:30]. Product: [CH3:1][CH2:2][CH2:3][CH2:4][CH2:5][C@:6]([OH:26])(/[CH:8]=[CH:9]/[C@@H:10]1[C@@H:14]([CH2:15]/[CH:16]=[CH:17]\[CH2:18][CH2:19][CH2:20][C:21]([OH:23])=[O:22])[C@@H:13]([OH:24])[CH2:12][C@H:11]1[OH:25])[CH3:7].[CH2:29]([OH:30])[C:28]([NH2:27])([CH2:33][OH:34])[CH2:31][OH:32]. The catalyst class is: 47. (6) Reactant: Cl.[CH2:2]([O:6][CH2:7][CH:8]1[CH2:17][CH2:16][C:11]2(OCC[O:12]2)[CH2:10][CH2:9]1)[C:3]#[C:4][CH3:5]. Product: [CH2:2]([O:6][CH2:7][CH:8]1[CH2:9][CH2:10][C:11](=[O:12])[CH2:16][CH2:17]1)[C:3]#[C:4][CH3:5]. The catalyst class is: 21. (7) Reactant: [CH3:1][O:2][C:3]1[CH:8]=[CH:7][CH:6]=[CH:5][C:4]=1[NH:9][C:10]1[S:11][C:12]2[CH:18]=[CH:17][C:16]3[NH:19][C:20]([NH:22]C(=O)C4C=CC=CC=4)=[N:21][C:15]=3[C:13]=2[N:14]=1. Product: [CH3:1][O:2][C:3]1[CH:8]=[CH:7][CH:6]=[CH:5][C:4]=1[NH:9][C:10]1[S:11][C:12]2[CH:18]=[CH:17][C:16]3[NH:19][C:20]([NH2:22])=[N:21][C:15]=3[C:13]=2[N:14]=1. The catalyst class is: 273. (8) Product: [Cl:9][C:3]1[CH:4]=[C:5]([CH3:8])[CH:6]=[CH:7][C:2]=1[C:10]#[N:11]. Reactant: Br[C:2]1[CH:7]=[CH:6][C:5]([CH3:8])=[CH:4][C:3]=1[Cl:9].[C:10]([Cu])#[N:11]. The catalyst class is: 3. (9) Reactant: Cl[C:2]1[N:7]=[N:6][C:5]([C:8]([NH2:10])=[O:9])=[C:4]([NH:11][C:12]2[C:20]3[N:19]=[CH:18][N:17]([CH3:21])[C:16]=3[CH:15]=[CH:14][CH:13]=2)[CH:3]=1.[NH2:22][C@@H:23]1[CH2:28][CH2:27][CH2:26][CH2:25][C@@H:24]1[NH:29][C:30](=[O:36])[O:31][C:32]([CH3:35])([CH3:34])[CH3:33]. Product: [C:8]([C:5]1[N:6]=[N:7][C:2]([NH:22][C@@H:23]2[CH2:28][CH2:27][CH2:26][CH2:25][C@@H:24]2[NH:29][C:30](=[O:36])[O:31][C:32]([CH3:34])([CH3:33])[CH3:35])=[CH:3][C:4]=1[NH:11][C:12]1[C:20]2[N:19]=[CH:18][N:17]([CH3:21])[C:16]=2[CH:15]=[CH:14][CH:13]=1)(=[O:9])[NH2:10]. The catalyst class is: 60.